This data is from Reaction yield outcomes from USPTO patents with 853,638 reactions. The task is: Predict the reaction yield, written as a fraction of the theoretical maximum amount of product (1.0 means a 100% yield; for example, 0.34 means a 34% yield). (1) The reactants are [Br:1][C:2]1[CH:3]=[C:4]([N+]([O-])=O)[C:5]([C:8]#[N:9])=[N:6][CH:7]=1.[CH3:13][O:14][C:15]1[CH:16]=[C:17]([SH:21])[CH:18]=[CH:19][CH:20]=1.CN(C=O)C.[H-].[Na+]. The catalyst is O. The product is [Br:1][C:2]1[CH:3]=[C:4]([S:21][C:17]2[CH:18]=[CH:19][CH:20]=[C:15]([O:14][CH3:13])[CH:16]=2)[C:5]([C:8]#[N:9])=[N:6][CH:7]=1. The yield is 0.810. (2) The reactants are COC[C:4]1[C:5]([N+:11]([O-:13])=[O:12])=[C:6]([CH3:10])[CH:7]=[CH:8][CH:9]=1.[NH:14]1[CH2:18][CH2:17][CH2:16][CH2:15]1.[CH3:19][O:20][CH:21](OC)N(C)C.[CH3:27]N(C)C=O. No catalyst specified. The product is [CH3:19][O:20][CH2:21][C:7]1[C:6]([CH:10]=[CH:27][N:14]2[CH2:18][CH2:17][CH2:16][CH2:15]2)=[C:5]([N+:11]([O-:13])=[O:12])[CH:4]=[CH:9][CH:8]=1. The yield is 1.00. (3) The reactants are [C:1]([C:5]1[N:9]([CH2:10][CH:11]2[CH2:16][CH2:15][O:14][CH2:13][CH2:12]2)[C:8]2[CH:17]=[CH:18][C:19]([S:21](Cl)(=[O:23])=[O:22])=[CH:20][C:7]=2[N:6]=1)([CH3:4])([CH3:3])[CH3:2].[CH:25]1([C:28]2[CH:32]=[CH:31][NH:30][N:29]=2)[CH2:27][CH2:26]1. The catalyst is CN(C1C=CN=CC=1)C.CC#N. The product is [C:1]([C:5]1[N:9]([CH2:10][CH:11]2[CH2:16][CH2:15][O:14][CH2:13][CH2:12]2)[C:8]2[CH:17]=[CH:18][C:19]([S:21]([N:30]3[CH:31]=[CH:32][C:28]([CH:25]4[CH2:27][CH2:26]4)=[N:29]3)(=[O:23])=[O:22])=[CH:20][C:7]=2[N:6]=1)([CH3:4])([CH3:3])[CH3:2]. The yield is 0.270. (4) The reactants are C[O:2][C:3](=[O:16])[C:4]1[CH:9]=[CH:8][C:7]([C:10]#[C:11][C:12]#[C:13][CH2:14][CH3:15])=[CH:6][CH:5]=1.C1COCC1.[OH-].[Na+].OP(O)(O)=O. The catalyst is O. The product is [C:10]([C:7]1[CH:8]=[CH:9][C:4]([C:3]([OH:16])=[O:2])=[CH:5][CH:6]=1)#[C:11][C:12]#[C:13][CH2:14][CH3:15]. The yield is 0.834. (5) The reactants are N[C:2]1[CH:3]=[C:4]2[C:13](=[CH:14][CH:15]=1)[S:12][C:11]1[C:10]([C:16]3[O:17][C:18]([N:23]4[CH2:28][CH2:27][O:26][CH2:25][CH2:24]4)=[CH:19][C:20](=[O:22])[CH:21]=3)=[CH:9][CH:8]=[CH:7][C:6]=1[S:5]2.F[B-](F)(F)F.[H+].N(OCCCC)=[O:36].C(OCC)C. The catalyst is C(O)C.O. The product is [OH:36][C:2]1[CH:3]=[C:4]2[C:13](=[CH:14][CH:15]=1)[S:12][C:11]1[C:10]([C:16]3[O:17][C:18]([N:23]4[CH2:24][CH2:25][O:26][CH2:27][CH2:28]4)=[CH:19][C:20](=[O:22])[CH:21]=3)=[CH:9][CH:8]=[CH:7][C:6]=1[S:5]2. The yield is 1.00. (6) The reactants are Br[C:2]1[CH:7]=[CH:6][C:5]([CH2:8][N:9]([CH2:20][C:21]([F:24])([F:23])[F:22])[S:10]([CH2:13][C:14]2[CH:19]=[CH:18][CH:17]=[CH:16][CH:15]=2)(=[O:12])=[O:11])=[C:4]([F:25])[CH:3]=1.[N:26]1[CH:31]=[CH:30][C:29](B(O)O)=[CH:28][CH:27]=1.C(=O)([O-])[O-].[Na+].[Na+]. No catalyst specified. The product is [F:25][C:4]1[CH:3]=[C:2]([C:29]2[CH:30]=[CH:31][N:26]=[CH:27][CH:28]=2)[CH:7]=[CH:6][C:5]=1[CH2:8][N:9]([CH2:20][C:21]([F:24])([F:23])[F:22])[S:10]([CH2:13][C:14]1[CH:19]=[CH:18][CH:17]=[CH:16][CH:15]=1)(=[O:12])=[O:11]. The yield is 0.930.